Dataset: Catalyst prediction with 721,799 reactions and 888 catalyst types from USPTO. Task: Predict which catalyst facilitates the given reaction. (1) Reactant: [Cl:1][C:2]1[CH:7]=[CH:6][C:5]([N+:8]([O-])=O)=[CH:4][C:3]=1[O:11][CH3:12].C1COCC1. Product: [Cl:1][C:2]1[CH:7]=[CH:6][C:5]([NH2:8])=[CH:4][C:3]=1[O:11][CH3:12]. The catalyst class is: 227. (2) Reactant: C(OC([N:8]1[CH2:13][C:12]([NH:14]C(OC(C)(C)C)=O)=[N:11][C:10]([C:25]2[CH:30]=[C:29]([NH:31][C:32]([C:34]3[CH:39]=[CH:38][C:37]([Br:40])=[CH:36][N:35]=3)=[O:33])[CH:28]=[CH:27][C:26]=2[F:41])([CH:22]([F:24])[F:23])[CH2:9]1)=O)(C)(C)C.Cl. Product: [NH2:14][C:12]1[CH2:13][NH:8][CH2:9][C:10]([C:25]2[CH:30]=[C:29]([NH:31][C:32]([C:34]3[CH:39]=[CH:38][C:37]([Br:40])=[CH:36][N:35]=3)=[O:33])[CH:28]=[CH:27][C:26]=2[F:41])([CH:22]([F:23])[F:24])[N:11]=1. The catalyst class is: 5. (3) Reactant: [O:1]=[C:2]1[N:7]2[CH2:8][C@H:9]([C:12]([O:14]C)=[O:13])[CH2:10][CH2:11][C@H:6]2[CH2:5][N:4]([C:16]([O:18][CH2:19][C:20]2[CH:25]=[CH:24][CH:23]=[CH:22][CH:21]=2)=[O:17])[CH2:3]1.O[Li].O.Cl. Product: [CH2:19]([O:18][C:16]([N:4]1[CH2:3][C:2](=[O:1])[N:7]2[CH2:8][C@H:9]([C:12]([OH:14])=[O:13])[CH2:10][CH2:11][C@H:6]2[CH2:5]1)=[O:17])[C:20]1[CH:25]=[CH:24][CH:23]=[CH:22][CH:21]=1. The catalyst class is: 20.